This data is from Full USPTO retrosynthesis dataset with 1.9M reactions from patents (1976-2016). The task is: Predict the reactants needed to synthesize the given product. Given the product [CH3:1][CH:2]([CH3:22])[CH2:3][C@H:4]([NH:5][C:24]1[CH:33]=[CH:32][C:27]([C:28]([O:30][CH3:31])=[O:29])=[CH:26][N:25]=1)[C:6]1[CH:7]=[CH:8][C:9]([C:12]2[CH:17]=[CH:16][C:15]([C:18]([F:21])([F:19])[F:20])=[CH:14][N:13]=2)=[CH:10][CH:11]=1, predict the reactants needed to synthesize it. The reactants are: [CH3:1][CH:2]([CH3:22])[CH2:3][C@@H:4]([C:6]1[CH:11]=[CH:10][C:9]([C:12]2[CH:17]=[CH:16][C:15]([C:18]([F:21])([F:20])[F:19])=[CH:14][N:13]=2)=[CH:8][CH:7]=1)[NH2:5].F[C:24]1[CH:33]=[CH:32][C:27]([C:28]([O:30][CH3:31])=[O:29])=[CH:26][N:25]=1.P([O-])([O-])([O-])=O.[K+].[K+].[K+].